This data is from Full USPTO retrosynthesis dataset with 1.9M reactions from patents (1976-2016). The task is: Predict the reactants needed to synthesize the given product. (1) The reactants are: C[O:2][C:3](=[O:27])[C@@H:4]([N:9]1[CH2:13][C:12]2[CH2:14][C:15]3[C:16]([O:24][CH3:25])=[CH:17][CH:18]=[C:19]([O:22][CH3:23])[C:20]=3[O:21][C:11]=2[C:10]1=[O:26])[CH2:5][CH:6]([CH3:8])[CH3:7].O.[OH-].[Li+]. Given the product [CH3:23][O:22][C:19]1[C:20]2[O:21][C:11]3[C:10](=[O:26])[N:9]([C@@H:4]([CH2:5][CH:6]([CH3:8])[CH3:7])[C:3]([OH:27])=[O:2])[CH2:13][C:12]=3[CH2:14][C:15]=2[C:16]([O:24][CH3:25])=[CH:17][CH:18]=1, predict the reactants needed to synthesize it. (2) Given the product [Cl:9][C:8]1[N:1]=[C:2]([Cl:3])[N:4]=[C:5]([N:28]2[CH2:29][CH2:30][N:25]([C:20]3[CH:21]=[CH:22][CH:23]=[CH:24][N:19]=3)[CH2:26][CH2:27]2)[N:7]=1, predict the reactants needed to synthesize it. The reactants are: [N:1]1[C:8]([Cl:9])=[N:7][C:5](Cl)=[N:4][C:2]=1[Cl:3].C(N(C(C)C)CC)(C)C.[N:19]1[CH:24]=[CH:23][CH:22]=[CH:21][C:20]=1[N:25]1[CH2:30][CH2:29][NH:28][CH2:27][CH2:26]1. (3) Given the product [Cl:1][C:2]1[CH:7]=[CH:6][CH:5]=[CH:4][C:3]=1[S:8]([NH:11][C:12]1[C:17]([C:18]2[CH:19]=[CH:20][C:21]([CH2:24][N:29]([C:28]3[CH:31]=[CH:32][CH:33]=[CH:34][C:27]=3[F:26])[CH3:30])=[CH:22][CH:23]=2)=[N:16][CH:15]=[CH:14][N:13]=1)(=[O:10])=[O:9], predict the reactants needed to synthesize it. The reactants are: [Cl:1][C:2]1[CH:7]=[CH:6][CH:5]=[CH:4][C:3]=1[S:8]([NH:11][C:12]1[C:17]([C:18]2[CH:23]=[CH:22][C:21]([CH2:24]Cl)=[CH:20][CH:19]=2)=[N:16][CH:15]=[CH:14][N:13]=1)(=[O:10])=[O:9].[F:26][C:27]1[CH:34]=[CH:33][CH:32]=[CH:31][C:28]=1[NH:29][CH3:30]. (4) Given the product [Cl:22][C:23]1[CH:24]=[C:25]2[C:30](=[CH:31][CH:32]=1)[CH:29]=[C:28]([S:33]([CH2:36][CH2:37][C:38]([N:1]1[CH2:43][CH2:42][CH:6]([CH2:7][C:6]([C:4]3[N:3]=[CH:2][NH:1][CH:5]=3)=[O:21])[CH2:4][CH2:5]1)=[O:40])(=[O:34])=[O:35])[CH:27]=[CH:26]2, predict the reactants needed to synthesize it. The reactants are: [NH:1]1[CH:5]=[C:4]([C:6](=[O:21])[CH2:7]N2CCN(C(OC(C)(C)C)=O)CC2)[N:3]=[CH:2]1.[Cl:22][C:23]1[CH:24]=[C:25]2[C:30](=[CH:31][CH:32]=1)[CH:29]=[C:28]([S:33]([CH2:36][CH2:37][C:38]([OH:40])=O)(=[O:35])=[O:34])[CH:27]=[CH:26]2.F[C:42](F)(F)[C:43](O)=O. (5) Given the product [ClH:46].[NH2:9][C:10]1[S:11][CH2:12][C@@H:13]2[CH2:18][N:17]([C:19]3[N:24]=[CH:23][C:22]([F:25])=[CH:21][N:20]=3)[CH2:16][C@:14]2([C:26]2[CH:27]=[C:28]([NH:33][C:34]([C:36]3[CH:41]=[N:40][C:39]([O:42][CH3:43])=[CH:38][N:37]=3)=[O:35])[CH:29]=[CH:30][C:31]=2[F:32])[N:15]=1, predict the reactants needed to synthesize it. The reactants are: C([NH:9][C:10]1[S:11][CH2:12][C@@H:13]2[CH2:18][N:17]([C:19]3[N:24]=[CH:23][C:22]([F:25])=[CH:21][N:20]=3)[CH2:16][C@:14]2([C:26]2[CH:27]=[C:28]([NH:33][C:34]([C:36]3[CH:41]=[N:40][C:39]([O:42][CH3:43])=[CH:38][N:37]=3)=[O:35])[CH:29]=[CH:30][C:31]=2[F:32])[N:15]=1)(=O)C1C=CC=CC=1.CO.[ClH:46].CON.N1C=CC=CC=1. (6) Given the product [Cl:1][C:2]1[C:7]([C:8]([OH:10])=[O:9])=[C:6]([F:11])[C:5]([OH:12])=[CH:4][CH:3]=1, predict the reactants needed to synthesize it. The reactants are: [Cl:1][C:2]1[C:7]([C:8]([OH:10])=[O:9])=[C:6]([F:11])[C:5]([O:12]C)=[CH:4][CH:3]=1.BrB(Br)Br. (7) The reactants are: [F:1][C:2]1[CH:3]=[CH:4][C:5]([N+:9]([O-:11])=[O:10])=[C:6]([OH:8])[CH:7]=1.Cl[C:13]([F:18])([F:17])C([O-])=O.[Na+].C(=O)([O-])[O-].[Na+].[Na+].Cl. Given the product [F:17][CH:13]([F:18])[O:8][C:6]1[CH:7]=[C:2]([F:1])[CH:3]=[CH:4][C:5]=1[N+:9]([O-:11])=[O:10], predict the reactants needed to synthesize it. (8) Given the product [O:14]=[CH:2][CH2:3][CH2:4][CH2:5][CH2:6][CH2:7][C:8]#[N:9], predict the reactants needed to synthesize it. The reactants are: Br[CH2:2][CH2:3][CH2:4][CH2:5][CH2:6][CH2:7][C:8]#[N:9].C[N+]([O-:14])(C)C.